This data is from Reaction yield outcomes from USPTO patents with 853,638 reactions. The task is: Predict the reaction yield, written as a fraction of the theoretical maximum amount of product (1.0 means a 100% yield; for example, 0.34 means a 34% yield). (1) The reactants are Cl[C:2]([O:4][CH3:5])=[O:3].[CH3:6][CH2:7][O:8][C:9]([CH:11]1[CH2:15][CH2:14][CH:13]([CH2:16][NH:17][CH2:18][C:19]([O:21][C:22]([CH3:25])([CH3:24])[CH3:23])=[O:20])[N:12]1[C:26]([O:28][C:29]([CH3:32])([CH3:31])[CH3:30])=[O:27])=[O:10].CN1CCOCC1. The catalyst is ClCCl. The product is [CH3:6][CH2:7][O:8][C:9]([CH:11]1[CH2:15][CH2:14][CH:13]([CH2:16][N:17]([CH2:18][C:19]([O:21][C:22]([CH3:23])([CH3:24])[CH3:25])=[O:20])[C:2]([O:4][CH3:5])=[O:3])[N:12]1[C:26]([O:28][C:29]([CH3:31])([CH3:30])[CH3:32])=[O:27])=[O:10]. The yield is 0.880. (2) The reactants are [C:1]([C:3]1[CH2:8][CH2:7][CH2:6][CH2:5][CH:4]=1)#[CH:2].C([Li])CCC.C1(C#C[Li])CCCCC=1.[Cl:23][CH2:24][C:25](Cl)=[O:26]. The catalyst is C1COCC1.CCCCCC.[Cl-].[Cl-].[Zn+2].C1C=CC([P]([Pd]([P](C2C=CC=CC=2)(C2C=CC=CC=2)C2C=CC=CC=2)([P](C2C=CC=CC=2)(C2C=CC=CC=2)C2C=CC=CC=2)[P](C2C=CC=CC=2)(C2C=CC=CC=2)C2C=CC=CC=2)(C2C=CC=CC=2)C2C=CC=CC=2)=CC=1.C(OCC)(=O)C. The product is [Cl:23][CH2:24][C:25](=[O:26])[C:2]#[C:1][C:3]1[CH2:8][CH2:7][CH2:6][CH2:5][CH:4]=1. The yield is 0.670. (3) The reactants are [Br:1][C:2]1[N:3]=[C:4]([C:9]2[O:10][C:11]([C:14]3[CH:19]=[CH:18][C:17]([CH2:20][Br:21])=[CH:16][C:15]=3[CH3:22])=[N:12][N:13]=2)[C:5]([NH2:8])=[N:6][CH:7]=1.[CH3:23][C:24]([O:27][C:28](O[C:28]([O:27][C:24]([CH3:26])([CH3:25])[CH3:23])=[O:29])=[O:29])([CH3:26])[CH3:25]. The yield is 0.720. The catalyst is CN(C1C=CN=CC=1)C.C1COCC1. The product is [Br:1][C:2]1[N:3]=[C:4]([C:9]2[O:10][C:11]([C:14]3[CH:19]=[CH:18][C:17]([CH2:20][Br:21])=[CH:16][C:15]=3[CH3:22])=[N:12][N:13]=2)[C:5]([N:8]([C:28]([O:27][C:24]([CH3:26])([CH3:25])[CH3:23])=[O:29])[C:28](=[O:29])[O:27][C:24]([CH3:26])([CH3:25])[CH3:23])=[N:6][CH:7]=1. (4) The reactants are [Br:1][C:2]1[CH:7]=[CH:6][C:5]([CH:8]([NH:15][CH3:16])[CH2:9][N:10]2[CH2:14][CH2:13][CH2:12][CH2:11]2)=[CH:4][CH:3]=1.[Cl:17][C:18]1[CH:19]=[C:20]([N:25]([CH2:30][CH2:31][O:32][CH3:33])[CH2:26][C:27]([OH:29])=O)[CH:21]=[CH:22][C:23]=1[Cl:24].[Li].C(N(CC)CC)C.F[P-](F)(F)(F)(F)F.N1(O[P+](N(C)C)(N(C)C)N(C)C)C2C=CC=CC=2N=N1.FC(F)(F)C(O)=O.C(=O)(O)[O-].[Na+]. The catalyst is CN(C=O)C.CCOCC.C(OCC)(=O)C.O.CC#N.O. The product is [Br:1][C:2]1[CH:7]=[CH:6][C:5]([CH:8]([N:15]([CH3:16])[C:27](=[O:29])[CH2:26][N:25]([C:20]2[CH:21]=[CH:22][C:23]([Cl:24])=[C:18]([Cl:17])[CH:19]=2)[CH2:30][CH2:31][O:32][CH3:33])[CH2:9][N:10]2[CH2:14][CH2:13][CH2:12][CH2:11]2)=[CH:4][CH:3]=1. The yield is 0.670. (5) The reactants are C([O:3][C:4]([C:6]1[N:7]=[C:8]([N:16]2[CH2:21][CH2:20][CH2:19][CH2:18][S:17]2(=[O:23])=[O:22])[N:9]([CH3:15])[C:10](=[O:14])[C:11]=1[O:12][CH3:13])=[O:5])C.[OH-].[Na+].Cl. The yield is 0.810. The product is [O:23]=[S:17]1(=[O:22])[CH2:18][CH2:19][CH2:20][CH2:21][N:16]1[C:8]1[N:9]([CH3:15])[C:10](=[O:14])[C:11]([O:12][CH3:13])=[C:6]([C:4]([OH:5])=[O:3])[N:7]=1. The catalyst is C(O)C.